This data is from Catalyst prediction with 721,799 reactions and 888 catalyst types from USPTO. The task is: Predict which catalyst facilitates the given reaction. (1) Reactant: FC(F)(F)C(O)=O.O1[C:13]2([CH2:18][CH2:17][N:16]([C:19]3[CH:20]=[C:21]4[C:30](=[CH:31][CH:32]=3)[C:29](=[O:33])[C:28]3[CH2:27][CH2:26][CH:25]([CH2:34][CH3:35])[CH2:24][C:23]=3[S:22]4)[CH2:15][CH2:14]2)[O:12]CCC1.[OH-].[Na+]. Product: [CH2:34]([CH:25]1[CH2:24][C:23]2[S:22][C:21]3[C:30](=[CH:31][CH:32]=[C:19]([N:16]4[CH2:15][CH2:14][C:13](=[O:12])[CH2:18][CH2:17]4)[CH:20]=3)[C:29](=[O:33])[C:28]=2[CH2:27][CH2:26]1)[CH3:35]. The catalyst class is: 4. (2) Product: [Cl:19][C:15]1[CH:14]=[C:13]([CH:18]=[CH:17][CH:16]=1)[C:12]([N:11]=[C:8]1[N:7]([CH2:30][C:31]([OH:33])=[O:32])[C:6]2[CH:5]=[CH:4][C:3]([O:21][CH3:22])=[C:2]([F:1])[C:10]=2[S:9]1)=[O:20]. Reactant: [F:1][C:2]1[C:10]2[S:9][C:8](=[N:11][C:12](=[O:20])[C:13]3[CH:18]=[CH:17][CH:16]=[C:15]([Cl:19])[CH:14]=3)[NH:7][C:6]=2[CH:5]=[CH:4][C:3]=1[O:21][CH3:22].C(=O)([O-])[O-].[K+].[K+].Br[CH2:30][C:31]([O:33]CC)=[O:32]. The catalyst class is: 9. (3) Reactant: C([N:8]1[CH2:23][CH2:22][CH2:21][C:9]21[CH2:13][N:12]([C:14]([O:16][C:17]([CH3:20])([CH3:19])[CH3:18])=[O:15])[CH2:11][CH2:10]2)C1C=CC=CC=1. Product: [CH2:13]1[C:9]2([CH2:21][CH2:22][CH2:23][NH:8]2)[CH2:10][CH2:11][N:12]1[C:14]([O:16][C:17]([CH3:20])([CH3:19])[CH3:18])=[O:15]. The catalyst class is: 19. (4) The catalyst class is: 3. Product: [Cl:1][C:2]1[CH:7]=[CH:6][CH:5]=[CH:4][C:3]=1[CH:8]=[CH:9][C:10]1[N:11]([CH2:16][CH2:17][CH2:18][O:19][CH3:20])[CH:12]=[CH:13][CH:14]=1. Reactant: [Cl:1][C:2]1[CH:7]=[CH:6][CH:5]=[CH:4][C:3]=1[CH:8]=[CH:9][C:10]1[NH:11][CH:12]=[CH:13][CH:14]=1.Br[CH2:16][CH2:17][CH2:18][O:19][CH3:20].[H-].[Na+].